This data is from Catalyst prediction with 721,799 reactions and 888 catalyst types from USPTO. The task is: Predict which catalyst facilitates the given reaction. (1) Reactant: Cl[C:2]1[N:7]=[C:6]([NH:8][CH3:9])[C:5]([C:10]([F:13])([F:12])[F:11])=[CH:4][N:3]=1.[Cl:14][C:15]1[N:20]=[CH:19][C:18]([NH2:21])=[C:17]([O:22][CH3:23])[CH:16]=1.C1(C)C=CC(S(O)(=O)=O)=CC=1. Product: [Cl:14][C:15]1[N:20]=[CH:19][C:18]([NH:21][C:2]2[N:7]=[C:6]([NH:8][CH3:9])[C:5]([C:10]([F:13])([F:12])[F:11])=[CH:4][N:3]=2)=[C:17]([O:22][CH3:23])[CH:16]=1. The catalyst class is: 12. (2) Reactant: Cl[C:2]([O:4][C:5]([CH3:7])=[CH2:6])=[O:3].[NH2:8][C:9]1[CH:18]=[C:17]2[C:12]([CH:13]=[C:14]([C:20]3[CH:21]=[CH:22][C:23]([F:36])=[C:24]([NH:26][C:27]([NH:29][CH2:30][CH2:31][C:32]([CH3:35])([CH3:34])[CH3:33])=[O:28])[CH:25]=3)[C:15]([CH3:19])=[N:16]2)=[CH:11][N:10]=1. Product: [CH2:6]=[C:5]([O:4][C:2](=[O:3])[NH:8][C:9]1[CH:18]=[C:17]2[C:12]([CH:13]=[C:14]([C:20]3[CH:21]=[CH:22][C:23]([F:36])=[C:24]([NH:26][C:27]([NH:29][CH2:30][CH2:31][C:32]([CH3:35])([CH3:34])[CH3:33])=[O:28])[CH:25]=3)[C:15]([CH3:19])=[N:16]2)=[CH:11][N:10]=1)[CH3:7]. The catalyst class is: 17.